From a dataset of Forward reaction prediction with 1.9M reactions from USPTO patents (1976-2016). Predict the product of the given reaction. (1) Given the reactants ClC1[CH:3]=[C:4]([N:8]2[CH2:13][CH2:12][N:11]([C:14]([C:16]3[N:17]([C:22]4[CH:27]=[CH:26][CH:25]=[CH:24][CH:23]=4)[N:18]=[C:19]([CH3:21])[CH:20]=3)=[O:15])[CH2:10][CH2:9]2)C=CC=1.[N:28]1(C2C=NC=CN=2)CC[NH:31][CH2:30][CH2:29]1, predict the reaction product. The product is: [CH3:21][C:19]1[CH:20]=[C:16]([C:14]([N:11]2[CH2:10][CH2:9][N:8]([C:4]3[CH:3]=[N:31][CH:30]=[CH:29][N:28]=3)[CH2:13][CH2:12]2)=[O:15])[N:17]([C:22]2[CH:23]=[CH:24][CH:25]=[CH:26][CH:27]=2)[N:18]=1. (2) Given the reactants S(O)(O)(=O)=O.[CH3:6][S:7][C:8](=[NH:10])N.[CH3:11][C:12]1[NH:16][C:15]([C:17]2[CH:22]=[CH:21][CH:20]=[CH:19][CH:18]=2)=[N:14][C:13]=1[CH2:23][CH2:24][O:25][C:26]1[CH:27]=[C:28]([CH:31]=[CH:32][CH:33]=1)[CH:29]=O.OC1C=[C:37](C=CC=1)[CH:38]=[O:39].ClCCC1N=C(C2C=CC=CC=2)[NH:49][C:50]=1[CH3:51].[C:58]([CH2:60]C(OCC)=O)#[N:59].O=P(Cl)(Cl)Cl.[SH:71][CH2:72]C(OCC)=O, predict the reaction product. The product is: [NH2:59][C:58]1[C:60]2[C:29]([C:28]3[CH:31]=[CH:32][CH:33]=[C:26]([O:25][CH2:24][CH2:23][C:13]4[N:14]=[C:15]([C:17]5[CH:22]=[CH:21][CH:20]=[CH:19][CH:18]=5)[NH:16][C:12]=4[CH3:11])[CH:27]=3)=[N:49][C:50]([CH3:51])=[N:10][C:8]=2[S:7][C:6]=1[C:72]([O:39][CH2:38][CH3:37])=[S:71]. (3) Given the reactants [H-].[Na+].[OH:3][C:4]1[C:9]([C:10]([F:13])([F:12])[F:11])=[CH:8][CH:7]=[CH:6][N:5]=1.[Br-].[Li+].Br[CH2:17][CH2:18][CH2:19][NH:20][C:21](=[O:27])[O:22][C:23]([CH3:26])([CH3:25])[CH3:24], predict the reaction product. The product is: [C:23]([O:22][C:21](=[O:27])[NH:20][CH2:19][CH2:18][CH2:17][N:5]1[CH:6]=[CH:7][CH:8]=[C:9]([C:10]([F:11])([F:13])[F:12])[C:4]1=[O:3])([CH3:26])([CH3:25])[CH3:24]. (4) Given the reactants [Br:1][C:2]1[CH:3]=[CH:4][C:5]([F:9])=[C:6]([OH:8])[CH:7]=1.[CH3:10][N:11]([CH3:15])[CH2:12][CH2:13]Cl.C([O-])([O-])=O.[K+].[K+].C([O-])(O)=O.[Na+], predict the reaction product. The product is: [Br:1][C:2]1[CH:3]=[CH:4][C:5]([F:9])=[C:6]([CH:7]=1)[O:8][CH2:13][CH2:12][N:11]([CH3:15])[CH3:10]. (5) Given the reactants [Cl:1][C:2]1[CH:3]=[CH:4][C:5]([OH:18])=[C:6]2[C:11]=1[NH:10][C:9](=[O:12])[NH:8][C:7]12[CH2:17][CH2:16][CH2:15][CH2:14][CH2:13]1.F[C:20]1[CH:27]=[CH:26][CH:25]=[CH:24][C:21]=1[CH:22]=[O:23], predict the reaction product. The product is: [Cl:1][C:2]1[CH:3]=[CH:4][C:5]([O:18][C:20]2[CH:27]=[CH:26][CH:25]=[CH:24][C:21]=2[CH:22]=[O:23])=[C:6]2[C:11]=1[NH:10][C:9](=[O:12])[NH:8][C:7]12[CH2:17][CH2:16][CH2:15][CH2:14][CH2:13]1. (6) Given the reactants C([O:3][C:4]([C:6]1[C:7](Cl)=[N:8][C:9]2[C:14]([C:15]=1[C:16]1[CH:21]=[CH:20][CH:19]=[CH:18][CH:17]=1)=[CH:13][C:12]([N+:22]([O-:24])=[O:23])=[CH:11][CH:10]=2)=[O:5])C.[OH-].[K+].Cl.[CH2:29]([OH:31])[CH3:30], predict the reaction product. The product is: [CH2:29]([O:31][C:7]1[C:6]([C:4]([OH:5])=[O:3])=[C:15]([C:16]2[CH:21]=[CH:20][CH:19]=[CH:18][CH:17]=2)[C:14]2[C:9](=[CH:10][CH:11]=[C:12]([N+:22]([O-:24])=[O:23])[CH:13]=2)[N:8]=1)[CH3:30]. (7) Given the reactants C(OC([N:8]1[CH2:12][CH2:11][CH2:10][C@@H:9]1[CH2:13][O:14][C:15]1[CH:20]=[CH:19][C:18]([C:21](=[O:29])[CH2:22][C:23]2[CH:28]=[CH:27][CH:26]=[CH:25][CH:24]=2)=[CH:17][CH:16]=1)=O)(C)(C)C.Cl, predict the reaction product. The product is: [C:23]1([CH2:22][C:21]([C:18]2[CH:19]=[CH:20][C:15]([O:14][CH2:13][C@H:9]3[CH2:10][CH2:11][CH2:12][NH:8]3)=[CH:16][CH:17]=2)=[O:29])[CH:28]=[CH:27][CH:26]=[CH:25][CH:24]=1. (8) Given the reactants [CH2:1]([CH:3]([N:6]1[C:10]2[CH:11]=[CH:12][C:13]([C:15](O)=[O:16])=[CH:14][C:9]=2[N:8]=[C:7]1[CH2:18][C:19]1[S:20][CH:21]=[CH:22][CH:23]=1)[CH2:4][CH3:5])[CH3:2].CN(C=O)C.C(Cl)(=O)C([Cl:32])=O, predict the reaction product. The product is: [CH2:1]([CH:3]([N:6]1[C:10]2[CH:11]=[CH:12][C:13]([C:15]([Cl:32])=[O:16])=[CH:14][C:9]=2[N:8]=[C:7]1[CH2:18][C:19]1[S:20][CH:21]=[CH:22][CH:23]=1)[CH2:4][CH3:5])[CH3:2]. (9) Given the reactants [Cl:1][C:2]1[N:7]=[C:6]([Cl:8])[C:5]([CH:9]=[O:10])=[C:4]([C:11]([C:13]2[CH:18]=[CH:17][CH:16]=[CH:15][CH:14]=2)=[CH2:12])[N:3]=1.[CH:19]([Mg]Br)=[CH2:20].[NH4+].[Cl-].C(OCC)(=O)C, predict the reaction product. The product is: [Cl:1][C:2]1[N:7]=[C:6]([Cl:8])[C:5]([CH:9]([OH:10])[CH:19]=[CH2:20])=[C:4]([C:11]([C:13]2[CH:18]=[CH:17][CH:16]=[CH:15][CH:14]=2)=[CH2:12])[N:3]=1.